Dataset: Forward reaction prediction with 1.9M reactions from USPTO patents (1976-2016). Task: Predict the product of the given reaction. (1) Given the reactants [C:1]([CH:4]1[CH:9]([NH:10][C:11]2[N:16]=[C:15]([Cl:17])[C:14](C(O)=O)=[CH:13][C:12]=2[F:21])[CH:8]2[CH2:22][CH2:23][CH:5]1[CH2:6][CH2:7]2)([OH:3])=[O:2].C(O)(=O)C, predict the reaction product. The product is: [Cl:17][C:15]1[N:16]=[C:11]([NH:10][CH:9]2[CH:8]3[CH2:7][CH2:6][CH:5]([CH2:23][CH2:22]3)[CH:4]2[C:1]([OH:3])=[O:2])[C:12]([F:21])=[CH:13][CH:14]=1. (2) Given the reactants [CH3:1][C:2]1[C:3]([N:9]2[CH2:14][CH2:13][NH:12][CH2:11][CH2:10]2)=[N:4][CH:5]=[C:6]([CH3:8])[CH:7]=1.[Br:15][C:16]1[CH:24]=[CH:23][C:19]([C:20](Cl)=[O:21])=[C:18]([F:25])[CH:17]=1.[OH-].[Na+].O, predict the reaction product. The product is: [Br:15][C:16]1[CH:24]=[CH:23][C:19]([C:20]([N:12]2[CH2:11][CH2:10][N:9]([C:3]3[C:2]([CH3:1])=[CH:7][C:6]([CH3:8])=[CH:5][N:4]=3)[CH2:14][CH2:13]2)=[O:21])=[C:18]([F:25])[CH:17]=1. (3) The product is: [CH2:54]([O:53][C:50]1[CH:51]=[CH:52][C:47]([CH:18]([C:19]2([OH:25])[CH2:24][CH2:23][CH2:22][CH2:21][CH2:20]2)[CH2:17][N:26]2[CH2:31][CH2:30][CH:29]([N:32]([CH3:33])[CH3:34])[CH2:28][CH2:27]2)=[CH:48][C:49]=1[Cl:61])[C:55]1[CH:56]=[CH:57][CH:58]=[CH:59][CH:60]=1. Given the reactants Cl.Cl.C(OC1C=CC([CH:17]([N:26]2[CH2:31][CH2:30][CH:29]([N:32]([CH3:34])[CH3:33])[CH2:28][CH2:27]2)[CH2:18][C:19]2([OH:25])[CH2:24][CH2:23][CH2:22][CH2:21][CH2:20]2)=CC=1Cl)C1C=CC=CC=1.Cl.Cl.NC1CCN(CC(C2(O)CCCCC2)[C:47]2[CH:52]=[CH:51][C:50]([O:53][CH2:54][C:55]3[CH:60]=[CH:59][CH:58]=[CH:57][CH:56]=3)=[C:49]([Cl:61])[CH:48]=2)CC1, predict the reaction product. (4) Given the reactants C(Cl)(C(Cl)=O)=O.CS(C)=O.[OH:11][CH2:12][C@H:13]1[N:23]2[C@@H:17]([S:18][CH2:19][CH2:20][C@H:21]([NH:25][C:26](=[O:32])[O:27][C:28]([CH3:31])([CH3:30])[CH3:29])[C:22]2=[O:24])[CH2:16][CH2:15][CH2:14]1, predict the reaction product. The product is: [CH:12]([C@H:13]1[N:23]2[C@@H:17]([S:18][CH2:19][CH2:20][C@H:21]([NH:25][C:26](=[O:32])[O:27][C:28]([CH3:30])([CH3:29])[CH3:31])[C:22]2=[O:24])[CH2:16][CH2:15][CH2:14]1)=[O:11]. (5) Given the reactants Cl[C:2]1[N:3]=[C:4]([N:24]2[CH2:29][CH2:28][O:27][CH2:26][CH2:25]2)[C:5]2[N:10]=[C:9]([CH2:11][C:12]([N:14]3[CH2:19][CH2:18][CH:17]([C:20]([OH:23])([CH3:22])[CH3:21])[CH2:16][CH2:15]3)=[O:13])[S:8][C:6]=2[N:7]=1.[CH2:30]([C:32]1[NH:33][C:34]2[CH:40]=[CH:39][CH:38]=[CH:37][C:35]=2[N:36]=1)[CH3:31].CC(C1C=C(C(C)C)C(C2C=CC=CC=2P(C2CCCCC2)C2CCCCC2)=C(C(C)C)C=1)C.C([O-])([O-])=O.[Cs+].[Cs+], predict the reaction product. The product is: [CH2:30]([C:32]1[N:33]([C:2]2[N:3]=[C:4]([N:24]3[CH2:25][CH2:26][O:27][CH2:28][CH2:29]3)[C:5]3[N:10]=[C:9]([CH2:11][C:12]([N:14]4[CH2:19][CH2:18][CH:17]([C:20]([OH:23])([CH3:21])[CH3:22])[CH2:16][CH2:15]4)=[O:13])[S:8][C:6]=3[N:7]=2)[C:34]2[CH:40]=[CH:39][CH:38]=[CH:37][C:35]=2[N:36]=1)[CH3:31]. (6) Given the reactants [Cl:1][C:2]1[C:3]([NH:15][C:16]([C:18]2[C:26]3[C:21](=[CH:22][CH:23]=[CH:24][CH:25]=3)[N:20]([CH3:27])[N:19]=2)=[O:17])=[CH:4][C:5]([F:14])=[C:6]([CH2:8][C:9]([O:11]CC)=[O:10])[CH:7]=1.C1COCC1.[OH-].[Na+], predict the reaction product. The product is: [Cl:1][C:2]1[C:3]([NH:15][C:16]([C:18]2[C:26]3[C:21](=[CH:22][CH:23]=[CH:24][CH:25]=3)[N:20]([CH3:27])[N:19]=2)=[O:17])=[CH:4][C:5]([F:14])=[C:6]([CH2:8][C:9]([OH:11])=[O:10])[CH:7]=1. (7) The product is: [Cl:10][C:6]1[CH:7]=[CH:8][CH:9]=[C:4]([Cl:3])[C:5]=1[C:11]1[C:15]([CH2:16][O:17][C:18]2[CH:23]=[CH:22][C:21]([C:24]3[CH:25]=[C:26]4[C:31](=[CH:32][CH:33]=3)[C:30]([C:34]([OH:36])=[O:35])=[N:29][CH:28]=[CH:27]4)=[CH:20][CH:19]=2)=[C:14]([CH:39]([CH3:41])[CH3:40])[O:13][N:12]=1. Given the reactants [OH-].[Na+].[Cl:3][C:4]1[CH:9]=[CH:8][CH:7]=[C:6]([Cl:10])[C:5]=1[C:11]1[C:15]([CH2:16][O:17][C:18]2[CH:23]=[CH:22][C:21]([C:24]3[CH:25]=[C:26]4[C:31](=[CH:32][CH:33]=3)[C:30]([C:34]([O:36]CC)=[O:35])=[N:29][CH:28]=[CH:27]4)=[CH:20][CH:19]=2)=[C:14]([CH:39]([CH3:41])[CH3:40])[O:13][N:12]=1.Cl.O, predict the reaction product. (8) Given the reactants C[O:2][C:3]([C@@H:5]1[C@H:10]([CH2:11][CH2:12][C@H:13]([OH:26])[C:14]2[C:23]3[C:18](=[CH:19][CH:20]=[C:21]([O:24][CH3:25])[CH:22]=3)[N:17]=[CH:16][CH:15]=2)[CH2:9][CH2:8][N:7](C(OC(C)(C)C)=O)[CH2:6]1)=[O:4].Cl, predict the reaction product. The product is: [OH:26][CH:13]([C:14]1[C:23]2[C:18](=[CH:19][CH:20]=[C:21]([O:24][CH3:25])[CH:22]=2)[N:17]=[CH:16][CH:15]=1)[CH2:12][CH2:11][C@@H:10]1[CH2:9][CH2:8][NH:7][CH2:6][C@@H:5]1[C:3]([OH:4])=[O:2]. (9) The product is: [S:1]1[CH:5]=[CH:4][C:3]2[CH:6]=[C:7]([CH2:10][S:11]([CH2:14][C@@H:15]([N:21]([OH:22])[CH:33]=[O:34])[C:16]3[O:17][CH:18]=[CH:19][CH:20]=3)(=[O:13])=[O:12])[CH:8]=[CH:9][C:2]1=2. Given the reactants [S:1]1[CH:5]=[CH:4][C:3]2[CH:6]=[C:7]([CH2:10][S:11]([CH2:14][C@@H:15]([N:21]([C:33](OCC3C=CC=CC=3)=[O:34])[O:22]C(OCC3C=CC=CC=3)=O)[C:16]3[O:17][CH:18]=[CH:19][CH:20]=3)(=[O:13])=[O:12])[CH:8]=[CH:9][C:2]1=2.C[Si](I)(C)C.C(=O)([O-])O.[Na+].CCOC(C)=O, predict the reaction product. (10) Given the reactants [NH2:1][C:2]1[N:7]=[C:6](Cl)[CH:5]=[CH:4][N:3]=1.[NH:9]1[C:17]2[C:12](=[CH:13][CH:14]=[CH:15][CH:16]=2)[CH:11]=[CH:10]1.C([O-])([O-])=O.[Cs+].[Cs+], predict the reaction product. The product is: [N:9]1([C:6]2[CH:5]=[CH:4][N:3]=[C:2]([NH2:1])[N:7]=2)[C:17]2[C:12](=[CH:13][CH:14]=[CH:15][CH:16]=2)[CH:11]=[CH:10]1.